This data is from Forward reaction prediction with 1.9M reactions from USPTO patents (1976-2016). The task is: Predict the product of the given reaction. Given the reactants [F:1][C:2]1[CH:3]=[CH:4][C:5]([CH3:10])=[C:6]([CH:9]=1)[CH:7]=O.ClC1C=[C:14](C=CC=1)[CH:15]=[O:16].[CH3:20][Si:21]([CH3:28])([CH3:27])N[Si:21]([CH3:28])([CH3:27])[CH3:20].C([Li])CCC.C[Si](Cl)(C)C.C([N:41](CC)CC)C.C(Cl)(=O)C, predict the reaction product. The product is: [F:1][C:2]1[CH:3]=[CH:4][C:5]([CH3:10])=[C:6]([CH:7]=[N:41][C:15]([O:14][Si:21]([CH3:28])([CH3:27])[CH3:20])=[CH2:16])[CH:9]=1.